The task is: Predict which catalyst facilitates the given reaction.. This data is from Catalyst prediction with 721,799 reactions and 888 catalyst types from USPTO. (1) Reactant: [H-].[Na+].[N:3]1([CH2:8][CH2:9][OH:10])[CH2:7][CH2:6][CH2:5][CH2:4]1.Cl[C:12]1[CH:17]=[C:16]([NH2:18])[CH:15]=[CH:14][N:13]=1. Product: [N:3]1([CH2:8][CH2:9][O:10][C:12]2[CH:17]=[C:16]([NH2:18])[CH:15]=[CH:14][N:13]=2)[CH2:7][CH2:6][CH2:5][CH2:4]1. The catalyst class is: 155. (2) Reactant: [NH2:1][C:2]1[C:7]2=[N:8][C:9]([C:21]([O:23][CH3:24])=[O:22])=[C:10]([O:13][CH2:14][C:15]3[CH:20]=[CH:19][CH:18]=[CH:17][CH:16]=3)[C:11](=[O:12])[N:6]2[CH:5]=[C:4]([N:25]2[CH2:30][CH2:29][O:28][CH2:27][CH2:26]2)[CH:3]=1.[CH3:31][N:32]([CH3:38])[C:33](=[O:37])[C:34](Cl)=[O:35]. Product: [CH2:14]([O:13][C:10]1[C:11](=[O:12])[N:6]2[CH:5]=[C:4]([N:25]3[CH2:30][CH2:29][O:28][CH2:27][CH2:26]3)[CH:3]=[C:2]([NH:1][C:34](=[O:35])[C:33]([N:32]([CH3:38])[CH3:31])=[O:37])[C:7]2=[N:8][C:9]=1[C:21]([O:23][CH3:24])=[O:22])[C:15]1[CH:20]=[CH:19][CH:18]=[CH:17][CH:16]=1. The catalyst class is: 2. (3) Reactant: [C:1]([O:5][C:6]([NH:8][C@@H:9]([CH2:13][CH:14]=[CH2:15])[C:10]([OH:12])=[O:11])=[O:7])([CH3:4])([CH3:3])[CH3:2].[CH:16]1(O)[CH2:20][CH2:19][CH2:18][CH2:17]1.C(Cl)CCl. Product: [C:1]([O:5][C:6]([NH:8][C@@H:9]([CH2:13][CH:14]=[CH2:15])[C:10]([O:12][CH:16]1[CH2:20][CH2:19][CH2:18][CH2:17]1)=[O:11])=[O:7])([CH3:4])([CH3:3])[CH3:2]. The catalyst class is: 64.